From a dataset of Forward reaction prediction with 1.9M reactions from USPTO patents (1976-2016). Predict the product of the given reaction. (1) The product is: [CH:20]1([CH2:19][CH2:18][CH2:17][C:16]#[C:15][C:13]2[C:12]([C:26]3[CH:27]=[N:28][CH:29]=[CH:30][CH:31]=3)=[N:11][NH:10][CH:14]=2)[CH2:25][CH2:24][CH2:23][CH2:22][CH2:21]1. Given the reactants C1(S([N:10]2[CH:14]=[C:13]([C:15]#[C:16][CH2:17][CH2:18][CH2:19][CH:20]3[CH2:25][CH2:24][CH2:23][CH2:22][CH2:21]3)[C:12]([C:26]3[CH:27]=[N:28][CH:29]=[CH:30][CH:31]=3)=[N:11]2)(=O)=O)C=CC=CC=1.C1(S(N2C=C(C#CCCCC)C(C3C=NC=CC=3)=N2)(=O)=O)C=CC=CC=1.C(C1C(C2CN(C)CCC=2)=NNC=1)#CCCCC, predict the reaction product. (2) The product is: [C:23]([C:7]1[C:8]2[C:13](=[CH:12][CH:11]=[C:10]([O:16][C:17]3[CH:18]=[CH:19][CH:20]=[CH:21][CH:22]=3)[CH:9]=2)[C:14]([OH:15])=[C:5]([C:3]([NH:6][CH2:5][C@H:14]([CH3:13])[C:25]([OH:29])=[O:26])=[O:4])[N:6]=1)#[N:24]. Given the reactants CO[C:3]([C:5]1[N:6]=[C:7]([C:23]#[N:24])[C:8]2[C:13]([C:14]=1[OH:15])=[CH:12][CH:11]=[C:10]([O:16][C:17]1[CH:22]=[CH:21][CH:20]=[CH:19][CH:18]=1)[CH:9]=2)=[O:4].[CH3:25][O-:26].[Na+].Cl.[OH2:29], predict the reaction product. (3) Given the reactants CN.[C:3]([C:5]1[CH:6]=[CH:7][C:8]([F:36])=[C:9]([C@:11]23[CH2:20][O:19][C@@H:18]([C:21]4[O:25][N:24]=[C:23]([CH3:26])[CH:22]=4)[CH2:17][C@H:16]2[CH2:15][S:14][C:13]([NH:27]C(=O)C2C=CC=CC=2)=[N:12]3)[CH:10]=1)#[N:4], predict the reaction product. The product is: [NH2:27][C:13]1[S:14][CH2:15][C@@H:16]2[CH2:17][C@H:18]([C:21]3[O:25][N:24]=[C:23]([CH3:26])[CH:22]=3)[O:19][CH2:20][C@:11]2([C:9]2[CH:10]=[C:5]([CH:6]=[CH:7][C:8]=2[F:36])[C:3]#[N:4])[N:12]=1.